This data is from Catalyst prediction with 721,799 reactions and 888 catalyst types from USPTO. The task is: Predict which catalyst facilitates the given reaction. (1) Reactant: [O:1]=[C:2]1[CH:7]=[CH:6][N:5]([C:8]2[CH:9]=[N:10][N:11]([CH:13](C)C)[CH:12]=2)[N:4]=[C:3]1C(O)=O.[C:19]([OH:23])([CH3:22])([CH3:21])[CH3:20].C([N:26]([CH2:29]C)CC)C.C1C=CC(P(N=[N+]=[N-])(C2C=CC=CC=2)=[O:38])=CC=1. Product: [CH3:13][N:11]1[CH:12]=[C:8]([N:5]2[CH:6]=[CH:7][C:2](=[O:1])[C:3]([NH:26][C:29](=[O:38])[O:23][C:19]([CH3:22])([CH3:21])[CH3:20])=[N:4]2)[CH:9]=[N:10]1. The catalyst class is: 6. (2) Reactant: C([N:8]1[CH2:13][CH2:12][N:11]([CH2:14][CH2:15][C:16]2[CH:21]=[CH:20][N:19]=[C:18]([C:22]#[N:23])[CH:17]=2)[CH2:10][CH2:9]1)(OC(C)(C)C)=O.Cl.[OH-].[NH4+]. Product: [C:22]([C:18]1[CH:17]=[C:16]([CH2:15][CH2:14][N:11]2[CH2:10][CH2:9][NH:8][CH2:13][CH2:12]2)[CH:21]=[CH:20][N:19]=1)#[N:23]. The catalyst class is: 5.